From a dataset of Forward reaction prediction with 1.9M reactions from USPTO patents (1976-2016). Predict the product of the given reaction. (1) Given the reactants C(OC([CH:6]1[CH2:11][CH2:10][N:9]([CH2:12][C:13]2[CH:18]=[CH:17][C:16]([C@@H:19]3[O:28][C:23]4=[N:24][CH:25]=[CH:26][CH:27]=[C:22]4[O:21][CH2:20]3)=[CH:15][CH:14]=2)[CH2:8][CH2:7]1)=O)C.C[O:30][C:31](=[O:39])[CH2:32]C1CCNCC1.O1C2C(=NC=CC=2)O[C@@H](C2C=CC(CN3CCC(C(O)=O)CC3)=CC=2)C1, predict the reaction product. The product is: [O:21]1[C:22]2[C:23](=[N:24][CH:25]=[CH:26][CH:27]=2)[O:28][C@@H:19]([C:16]2[CH:17]=[CH:18][C:13]([CH2:12][N:9]3[CH2:8][CH2:7][CH:6]([CH2:32][C:31]([OH:39])=[O:30])[CH2:11][CH2:10]3)=[CH:14][CH:15]=2)[CH2:20]1. (2) Given the reactants Cl[C:2]1[C:3]([O:16][CH2:17][CH:18]2[CH:23]([CH3:24])[CH2:22][CH2:21][CH2:20][CH:19]2[CH3:25])=[CH:4][C:5]([F:15])=[C:6]([CH:14]=1)[C:7]([O:9][C:10]([CH3:13])([CH3:12])[CH3:11])=[O:8].[CH:26]1(B(O)O)[CH2:28][CH2:27]1.P([O-])([O-])([O-])=O.[K+].[K+].[K+].F[B-](F)(F)F.C1(P(C2CCCCC2)C2CCCCC2)CCCCC1, predict the reaction product. The product is: [CH:26]1([C:2]2[C:3]([O:16][CH2:17][CH:18]3[CH:23]([CH3:24])[CH2:22][CH2:21][CH2:20][CH:19]3[CH3:25])=[CH:4][C:5]([F:15])=[C:6]([CH:14]=2)[C:7]([O:9][C:10]([CH3:13])([CH3:12])[CH3:11])=[O:8])[CH2:28][CH2:27]1. (3) Given the reactants [CH3:1][S:2](N)(=O)=O.C[C:7]([OH:10])([CH3:9])C.[CH3:11][C:12]1[O:16][C:15]([C:17]2[N:18]=[C:19]([NH2:28])[C:20]3[CH:25]=C(C=C)S[C:21]=3[N:22]=2)=[CH:14][CH:13]=1.S([O-])([O-])=[O:30].[Na+].[Na+], predict the reaction product. The product is: [NH2:28][C:19]1[C:20]2[CH:25]=[C:1]([CH:7]([OH:10])[CH2:9][OH:30])[S:2][C:21]=2[N:22]=[C:17]([C:15]2[O:16][C:12]([CH3:11])=[CH:13][CH:14]=2)[N:18]=1. (4) Given the reactants Br[C:2]1[CH:28]=[CH:27][C:5]2[N:6]([C:23]([CH3:26])([CH3:25])[CH3:24])[C:7]([C:9]3[CH:14]=[C:13]([CH2:15][O:16][CH3:17])[CH:12]=[CH:11][C:10]=3[N:18]3[CH:22]=[N:21][CH:20]=[N:19]3)=[N:8][C:4]=2[CH:3]=1.[NH2:29][C:30]1[N:35]=[CH:34][C:33](B2OC(C)(C)C(C)(C)O2)=[CH:32][N:31]=1.C([O-])([O-])=O.[Na+].[Na+], predict the reaction product. The product is: [C:23]([N:6]1[C:5]2[CH:27]=[CH:28][C:2]([C:33]3[CH:32]=[N:31][C:30]([NH2:29])=[N:35][CH:34]=3)=[CH:3][C:4]=2[N:8]=[C:7]1[C:9]1[CH:14]=[C:13]([CH2:15][O:16][CH3:17])[CH:12]=[CH:11][C:10]=1[N:18]1[CH:22]=[N:21][CH:20]=[N:19]1)([CH3:25])([CH3:26])[CH3:24]. (5) The product is: [CH3:50][N:51]([CH3:52])[C:33]1[N:34]=[CH:29][C:30]([C:2]2[CH:3]=[C:4]([C:15]([NH:17][CH2:18][C:19]3[C:20](=[O:27])[NH:21][C:22]([CH3:26])=[CH:23][C:24]=3[CH3:25])=[O:16])[C:5]3[C:6]([CH3:14])=[N:7][N:8]([CH:11]([CH3:12])[CH3:13])[C:9]=3[CH:10]=2)=[CH:31][CH:32]=1. Given the reactants Br[C:2]1[CH:3]=[C:4]([C:15]([NH:17][CH2:18][C:19]2[C:20](=[O:27])[NH:21][C:22]([CH3:26])=[CH:23][C:24]=2[CH3:25])=[O:16])[C:5]2[C:6]([CH3:14])=[N:7][N:8]([CH:11]([CH3:13])[CH3:12])[C:9]=2[CH:10]=1.Br[C:29]1[CH:30]=[C:31](C(OC)=O)[C:32]2[C:33](C=O)=[N:34]NC=2C=1.C(=O)([O-])[O-].[Na+].[Na+].[CH3:50][N:51](C=O)[CH3:52], predict the reaction product.